From a dataset of Reaction yield outcomes from USPTO patents with 853,638 reactions. Predict the reaction yield, written as a fraction of the theoretical maximum amount of product (1.0 means a 100% yield; for example, 0.34 means a 34% yield). (1) The reactants are [CH3:1][O:2][C:3]([C:5]1([C:8]2[CH:13]=[CH:12][C:11]([OH:14])=[C:10]([NH2:15])[CH:9]=2)[CH2:7][CH2:6]1)=[O:4].Cl[C:17](Cl)([O:19]C(=O)OC(Cl)(Cl)Cl)Cl.O. The catalyst is C1COCC1. The product is [CH3:1][O:2][C:3]([C:5]1([C:8]2[CH:13]=[CH:12][C:11]3[O:14][C:17](=[O:19])[NH:15][C:10]=3[CH:9]=2)[CH2:7][CH2:6]1)=[O:4]. The yield is 0.910. (2) The reactants are [Cl:1][C:2]1[N:3]=[C:4]([N:13]2[CH2:18][CH2:17][O:16][CH2:15][CH2:14]2)[C:5]2[S:10][C:9]([CH:11]=O)=[CH:8][C:6]=2[N:7]=1.[CH3:19][N:20]([CH3:26])[CH:21]1[CH2:25][CH2:24][NH:23][CH2:22]1. No catalyst specified. The product is [Cl:1][C:2]1[N:3]=[C:4]([N:13]2[CH2:18][CH2:17][O:16][CH2:15][CH2:14]2)[C:5]2[S:10][C:9]([CH2:11][N:23]3[CH2:24][CH2:25][CH:21]([N:20]([CH3:26])[CH3:19])[CH2:22]3)=[CH:8][C:6]=2[N:7]=1. The yield is 0.610.